Dataset: Reaction yield outcomes from USPTO patents with 853,638 reactions. Task: Predict the reaction yield, written as a fraction of the theoretical maximum amount of product (1.0 means a 100% yield; for example, 0.34 means a 34% yield). (1) The reactants are [CH:1](=[O:10])[CH:2]=[CH:3][C:4]1[CH:9]=[CH:8][CH:7]=[CH:6][CH:5]=1.C(C1C(=O)C(Cl)=C(Cl)[C:15](=[O:16])C=1C#N)#N. The catalyst is CO. The product is [C:1]([O:16][CH3:15])(=[O:10])[CH:2]=[CH:3][C:4]1[CH:9]=[CH:8][CH:7]=[CH:6][CH:5]=1. The yield is 0.980. (2) The reactants are [C:1]([NH:9][C:10]1[C:53]([Se:54][CH3:55])=[CH:52][N:13]([C@@H:14]2[O:44][C@H:18]([CH2:19][O:20][C:21]([C:38]3[CH:43]=[CH:42][CH:41]=[CH:40][CH:39]=3)([C:32]3[CH:37]=[CH:36][CH:35]=[CH:34][CH:33]=3)[C:22]3[CH:27]=[CH:26][C:25]([O:30][CH3:31])([O:28][CH3:29])[CH2:24][CH:23]=3)[C@@:16]([Si](C(C)(C)C)(C)C)([OH:17])[CH2:15]2)[C:12](=[O:56])[N:11]=1)(=[O:8])[C:2]1[CH:7]=[CH:6][CH:5]=[CH:4][CH:3]=1.C(O)(=O)C.CO. The catalyst is ClCCl. The product is [C:1]([NH:9][C:10]1[C:53]([Se:54][CH3:55])=[CH:52][N:13]([C@@H:14]2[O:44][C@H:18]([CH2:19][O:20][C:21]([C:32]3[CH:37]=[CH:36][CH:35]=[CH:34][CH:33]=3)([C:38]3[CH:43]=[CH:42][CH:41]=[CH:40][CH:39]=3)[C:22]3[CH:23]=[CH:24][C:25]([O:28][CH3:29])([O:30][CH3:31])[CH2:26][CH:27]=3)[C@@H:16]([OH:17])[CH2:15]2)[C:12](=[O:56])[N:11]=1)(=[O:8])[C:2]1[CH:3]=[CH:4][CH:5]=[CH:6][CH:7]=1. The yield is 0.910. (3) The reactants are [Cl:1][C:2]1[N:7]=[C:6]2[S:8][C:9]([N:11]=[C:12](SC)SC)=[N:10][C:5]2=[CH:4][CH:3]=1.Cl.Cl.[NH2:19][CH2:20][C@@:21]1([OH:29])[CH:26]2[CH2:27][CH2:28][N:23]([CH2:24][CH2:25]2)[CH2:22]1.C(=O)([O-])[O-].[Cs+].[Cs+].O. The catalyst is CN(C=O)C. The product is [Cl:1][C:2]1[N:7]=[C:6]2[S:8][C:9]([NH:11][C:12]3[O:29][C@:21]4([CH2:20][N:19]=3)[CH:26]3[CH2:27][CH2:28][N:23]([CH2:24][CH2:25]3)[CH2:22]4)=[N:10][C:5]2=[CH:4][CH:3]=1. The yield is 0.510.